The task is: Binary Classification. Given a T-cell receptor sequence (or CDR3 region) and an epitope sequence, predict whether binding occurs between them.. This data is from TCR-epitope binding with 47,182 pairs between 192 epitopes and 23,139 TCRs. (1) The epitope is ILHCANFNV. The TCR CDR3 sequence is CASSAMGAGEQFF. Result: 1 (the TCR binds to the epitope). (2) The epitope is HTTDPSFLGRY. The TCR CDR3 sequence is CASSSGGDQPQHF. Result: 1 (the TCR binds to the epitope). (3) The epitope is VLQAVGACV. The TCR CDR3 sequence is CASSSSGGSTDTQYF. Result: 1 (the TCR binds to the epitope). (4) The epitope is VVYRGTTTY. The TCR CDR3 sequence is CASSQEIVEISGNTIYF. Result: 1 (the TCR binds to the epitope). (5) The epitope is SEVGPEHSLAEY. The TCR CDR3 sequence is CASSRTGGYNEQFF. Result: 1 (the TCR binds to the epitope). (6) The epitope is FQPTNGVGY. The TCR CDR3 sequence is CASSSGLLSNTGELFF. Result: 0 (the TCR does not bind to the epitope). (7) The epitope is MLNIPSINV. The TCR CDR3 sequence is CAWSVASTGLNYEQYF. Result: 1 (the TCR binds to the epitope).